This data is from Full USPTO retrosynthesis dataset with 1.9M reactions from patents (1976-2016). The task is: Predict the reactants needed to synthesize the given product. (1) Given the product [C:19]([O:12][CH2:10][CH2:9][C:4]1[CH:5]=[C:6]([CH3:8])[CH:7]=[C:2]([Cl:1])[CH:3]=1)(=[O:21])[CH3:20], predict the reactants needed to synthesize it. The reactants are: [Cl:1][C:2]1[CH:3]=[C:4]([CH2:9][C:10]#N)[CH:5]=[C:6]([CH3:8])[CH:7]=1.[OH-:12].[Na+].S(=O)(=O)(O)O.[CH2:19]([OH:21])[CH3:20]. (2) The reactants are: [NH:1]([CH2:8][CH2:9][C@@H:10]1[CH2:15][N:14]([C:16]([O:18][CH2:19][C:20]2[CH:25]=[CH:24][CH:23]=[CH:22][CH:21]=2)=[O:17])[CH2:13][CH2:12][N:11]1C(OC(C)(C)C)=O)[C:2]1[CH:7]=[CH:6][CH:5]=[CH:4][CH:3]=1.C(OCC)(=O)C.Cl. Given the product [NH:1]([CH2:8][CH2:9][C@H:10]1[NH:11][CH2:12][CH2:13][N:14]([C:16]([O:18][CH2:19][C:20]2[CH:21]=[CH:22][CH:23]=[CH:24][CH:25]=2)=[O:17])[CH2:15]1)[C:2]1[CH:3]=[CH:4][CH:5]=[CH:6][CH:7]=1, predict the reactants needed to synthesize it. (3) Given the product [Cl:1][C:2]1[CH:7]=[C:6]2[NH:8][C:9](=[O:35])[C:10]3([CH:15]([C:16]4[CH:21]=[CH:20][CH:19]=[C:18]([Cl:22])[CH:17]=4)[CH2:14][CH2:13][NH:12][CH:11]3[C:24]3[CH:29]=[C:28]([F:30])[CH:27]=[CH:26][C:25]=3[C:31]([F:34])([F:33])[F:32])[C:5]2=[CH:4][CH:3]=1, predict the reactants needed to synthesize it. The reactants are: [Cl:1][C:2]1[CH:7]=[C:6]2[NH:8][C:9](=[O:35])[C:10]3([CH:15]([C:16]4[CH:21]=[CH:20][CH:19]=[C:18]([Cl:22])[CH:17]=4)[CH2:14][C:13](=O)[NH:12][CH:11]3[C:24]3[CH:29]=[C:28]([F:30])[CH:27]=[CH:26][C:25]=3[C:31]([F:34])([F:33])[F:32])[C:5]2=[CH:4][CH:3]=1.[BH4-].[Na+].